Task: Binary Classification. Given a T-cell receptor sequence (or CDR3 region) and an epitope sequence, predict whether binding occurs between them.. Dataset: TCR-epitope binding with 47,182 pairs between 192 epitopes and 23,139 TCRs (1) The epitope is NLVPMVATV. The TCR CDR3 sequence is CAWTDNTGELFF. Result: 1 (the TCR binds to the epitope). (2) The epitope is ALSKGVHFV. The TCR CDR3 sequence is CATSDFKGLAGEQFF. Result: 1 (the TCR binds to the epitope).